This data is from Reaction yield outcomes from USPTO patents with 853,638 reactions. The task is: Predict the reaction yield, written as a fraction of the theoretical maximum amount of product (1.0 means a 100% yield; for example, 0.34 means a 34% yield). (1) The reactants are [S:1]1[CH:5]=[C:4]([NH:6][C:7](=[O:13])[O:8][C:9]([CH3:12])([CH3:11])[CH3:10])[N:3]=[CH:2]1.C[Si](C)(C)[N-][Si](C)(C)C.[Li+].[C:24]([C:26]1[CH:27]=[C:28]([S:33](Cl)(=[O:35])=[O:34])[CH:29]=[CH:30][C:31]=1[F:32])#[N:25].[Cl-].[NH4+]. The catalyst is O1CCCC1. The product is [C:24]([C:26]1[CH:27]=[C:28]([S:33]([N:6]([C:4]2[N:3]=[CH:2][S:1][CH:5]=2)[C:7](=[O:13])[O:8][C:9]([CH3:10])([CH3:12])[CH3:11])(=[O:35])=[O:34])[CH:29]=[CH:30][C:31]=1[F:32])#[N:25]. The yield is 0.540. (2) The reactants are [H-].[H-].[H-].[H-].[Li+].[Al+3].[CH3:7][N:8]1[CH2:13][C:12](=O)[NH:11][C:10]2[N:15]=[C:16]([CH3:19])[CH:17]=[CH:18][C:9]1=2. The catalyst is C1COCC1. The product is [CH3:7][N:8]1[CH2:13][CH2:12][NH:11][C:10]2[N:15]=[C:16]([CH3:19])[CH:17]=[CH:18][C:9]1=2. The yield is 0.910. (3) The reactants are [NH:1]([CH:5]=O)[NH:2][CH:3]=O.Cl[Si](C)(C)C.C(N(CC)CC)C.[NH2:19][C:20]1[C:25]([C:26]2[CH:31]=[CH:30][CH:29]=[C:28]([F:32])[CH:27]=2)=[C:24]([C:33](=[O:35])[CH3:34])[CH:23]=[C:22]([Cl:36])[C:21]=1[CH3:37]. The catalyst is N1C=CC=CC=1.O. The product is [Cl:36][C:22]1[C:21]([CH3:37])=[C:20]([N:19]2[CH:3]=[N:2][N:1]=[CH:5]2)[C:25]([C:26]2[CH:31]=[CH:30][CH:29]=[C:28]([F:32])[CH:27]=2)=[C:24]([C:33](=[O:35])[CH3:34])[CH:23]=1. The yield is 0.370. (4) The reactants are [CH:1]1([N:4]2[C:12]3[C:7](=[CH:8][CH:9]=[C:10]([O:13]C)[CH:11]=3)[C:6]([C:15]#[N:16])=[CH:5]2)[CH2:3][CH2:2]1.B(Br)(Br)Br.C([O-])(O)=O.[Na+]. The catalyst is C(Cl)Cl. The product is [CH:1]1([N:4]2[C:12]3[C:7](=[CH:8][CH:9]=[C:10]([OH:13])[CH:11]=3)[C:6]([C:15]#[N:16])=[CH:5]2)[CH2:3][CH2:2]1. The yield is 0.900. (5) The reactants are [N+:1]([C:4]1[CH:5]=[C:6](/[CH:10]=[CH:11]/[C:12]([O:14][CH3:15])=[O:13])[CH:7]=[CH:8][CH:9]=1)([O-])=O.Cl. The catalyst is CCO.[Fe]. The product is [NH2:1][C:4]1[CH:5]=[C:6](/[CH:10]=[CH:11]/[C:12]([O:14][CH3:15])=[O:13])[CH:7]=[CH:8][CH:9]=1. The yield is 0.570. (6) The reactants are [F:1][CH:2]([C:4]1[N:9]=[C:8]([CH2:10][CH2:11][CH3:12])[NH:7][C:6](=[O:13])[CH:5]=1)[CH3:3].Br[CH2:15][C:16]1[CH:21]=[CH:20][C:19]([C:22]2[C:23]([C:28]#[N:29])=[CH:24][CH:25]=[CH:26][CH:27]=2)=[CH:18][CH:17]=1.C(=O)([O-])[O-].[K+].[K+]. The catalyst is C(#N)C.C(OCC)(=O)C. The product is [F:1][CH:2]([C:4]1[N:9]=[C:8]([CH2:10][CH2:11][CH3:12])[N:7]([CH2:15][C:16]2[CH:17]=[CH:18][C:19]([C:22]3[C:23]([C:28]#[N:29])=[CH:24][CH:25]=[CH:26][CH:27]=3)=[CH:20][CH:21]=2)[C:6](=[O:13])[CH:5]=1)[CH3:3]. The yield is 0.430. (7) The reactants are [CH3:1][C:2]1[CH:11]=[CH:10][C:9]2[C:4](=[CH:5][CH:6]=[CH:7][C:8]=2[N:12]2[CH2:17][CH2:16][NH:15][C@H:14]([CH3:18])[CH2:13]2)[N:3]=1.CS(O[CH2:24][CH2:25][C:26]1[CH:31]=[CH:30][CH:29]=[C:28]([N:32]2[CH2:36][CH2:35][O:34][C:33]2=[O:37])[CH:27]=1)(=O)=O. No catalyst specified. The product is [CH3:18][C@@H:14]1[CH2:13][N:12]([C:8]2[CH:7]=[CH:6][CH:5]=[C:4]3[C:9]=2[CH:10]=[CH:11][C:2]([CH3:1])=[N:3]3)[CH2:17][CH2:16][N:15]1[CH2:24][CH2:25][C:26]1[CH:27]=[C:28]([N:32]2[CH2:36][CH2:35][O:34][C:33]2=[O:37])[CH:29]=[CH:30][CH:31]=1. The yield is 0.330. (8) The reactants are [NH2:1][CH:2]1[C:11]2[N:10]=[CH:9][CH:8]=[C:7]([O:12][CH3:13])[C:6]=2[CH2:5][CH2:4][CH2:3]1.[O:14]=[C:15]1[C:23]2[C:18](=[CH:19][CH:20]=[CH:21][CH:22]=2)[C:17](=[O:24])[N:16]1[CH2:25][CH2:26][CH2:27][CH:28]=O.[BH-](OC(C)=O)(OC(C)=O)OC(C)=O.[Na+]. The yield is 0.540. The product is [CH3:13][O:12][C:7]1[C:6]2[CH2:5][CH2:4][CH2:3][CH:2]([NH:1][CH2:28][CH2:27][CH2:26][CH2:25][N:16]3[C:17](=[O:24])[C:18]4[C:23](=[CH:22][CH:21]=[CH:20][CH:19]=4)[C:15]3=[O:14])[C:11]=2[N:10]=[CH:9][CH:8]=1. The catalyst is C(Cl)Cl. (9) The reactants are [NH2:1][C:2]1[C:3]2[C:10]([C:11]3[CH:16]=[CH:15][C:14]([CH3:17])=[CH:13][CH:12]=3)=[C:9]([CH:18]=O)[N:8]([CH2:20][CH2:21][CH2:22][O:23][Si](C(C)(C)C)(C)C)[C:4]=2[N:5]=[CH:6][N:7]=1.N1CCCCC1.[CH:37]([NH:40][C:41](=[O:45])[CH2:42][C:43]#[N:44])([CH3:39])[CH3:38].C1C=CC=CC=1. The catalyst is C1COCC1.Cl.C(OCC)(=O)C. The product is [NH2:1][C:2]1[C:3]2[C:10]([C:11]3[CH:12]=[CH:13][C:14]([CH3:17])=[CH:15][CH:16]=3)=[C:9]([CH:18]=[C:42]([C:43]#[N:44])[C:41]([NH:40][CH:37]([CH3:39])[CH3:38])=[O:45])[N:8]([CH2:20][CH2:21][CH2:22][OH:23])[C:4]=2[N:5]=[CH:6][N:7]=1. The yield is 0.540.